This data is from Reaction yield outcomes from USPTO patents with 853,638 reactions. The task is: Predict the reaction yield, written as a fraction of the theoretical maximum amount of product (1.0 means a 100% yield; for example, 0.34 means a 34% yield). (1) The catalyst is C(O)(C(F)(F)F)=O. The product is [NH2:1][C:2]1[N:10]=[CH:9][N:8]=[C:7]2[C:3]=1[N:4]=[CH:5][N:6]2[C@@H:11]1[O:12][C@H:13]([CH2:21][N:22]([CH:41]([CH3:43])[CH3:42])[CH2:23][CH2:24][CH2:25][NH:26][C:27]([NH:29][C:30]2[CH:35]=[CH:34][C:33]([Cl:36])=[C:32]([C:37]([F:38])([F:40])[F:39])[CH:31]=2)=[O:28])[C@@H:14]([OH:18])[C@H:15]1[OH:16]. The reactants are [NH2:1][C:2]1[N:10]=[CH:9][N:8]=[C:7]2[C:3]=1[N:4]=[CH:5][N:6]2[C@H:11]1[C@@H:15]2[O:16]C(C)(C)[O:18][C@@H:14]2[C@@H:13]([CH2:21][N:22]([CH:41]([CH3:43])[CH3:42])[CH2:23][CH2:24][CH2:25][NH:26][C:27]([NH:29][C:30]2[CH:35]=[CH:34][C:33]([Cl:36])=[C:32]([C:37]([F:40])([F:39])[F:38])[CH:31]=2)=[O:28])[O:12]1.C([O-])([O-])=O.[K+].[K+].O. The yield is 0.930. (2) The reactants are [C:1]1([C:7]2[N:11]([S:12]([C:15]3[CH:20]=[CH:19][CH:18]=[CH:17][CH:16]=3)(=[O:14])=[O:13])[CH:10]=[C:9]([CH2:21][OH:22])[C:8]=2[CH2:23][CH2:24][CH3:25])[CH:6]=[CH:5][CH:4]=[CH:3][CH:2]=1.C[N+]1([O-])CCOCC1. The catalyst is [Ru]([O-])(=O)(=O)=O.C([N+](CCC)(CCC)CCC)CC. The product is [C:1]1([C:7]2[N:11]([S:12]([C:15]3[CH:16]=[CH:17][CH:18]=[CH:19][CH:20]=3)(=[O:13])=[O:14])[CH:10]=[C:9]([CH:21]=[O:22])[C:8]=2[CH2:23][CH2:24][CH3:25])[CH:2]=[CH:3][CH:4]=[CH:5][CH:6]=1. The yield is 0.470.